Task: Predict the product of the given reaction.. Dataset: Forward reaction prediction with 1.9M reactions from USPTO patents (1976-2016) (1) The product is: [Cl:1][C:2]1[CH:3]=[C:4]([C:12]2[O:16][N:15]=[C:14]([C:17]3[CH:18]=[C:19]4[C:23](=[CH:24][C:25]=3[F:26])[N:22]([CH2:34][CH2:35][CH2:36][C:37]([O:39][CH2:40][CH3:41])=[O:38])[N:21]=[CH:20]4)[N:13]=2)[CH:5]=[N:6][C:7]=1[O:8][CH:9]([CH3:10])[CH3:11]. Given the reactants [Cl:1][C:2]1[CH:3]=[C:4]([C:12]2[O:16][N:15]=[C:14]([C:17]3[CH:18]=[C:19]4[C:23](=[CH:24][C:25]=3[F:26])[NH:22][N:21]=[CH:20]4)[N:13]=2)[CH:5]=[N:6][C:7]=1[O:8][CH:9]([CH3:11])[CH3:10].C(=O)([O-])[O-].[Cs+].[Cs+].Br[CH2:34][CH2:35][CH2:36][C:37]([O:39][CH2:40][CH3:41])=[O:38], predict the reaction product. (2) Given the reactants [N:1]1[N:2]2[CH:10]=[CH:9][CH:8]=[C:3]2[C:4]([NH2:7])=[N:5][CH:6]=1.P(Cl)(Cl)(Cl)=O.[C:16](=O)(O)[O-:17].[Na+].C(OCC)(=O)C, predict the reaction product. The product is: [NH2:7][C:4]1[C:3]2=[CH:8][CH:9]=[C:10]([CH:16]=[O:17])[N:2]2[N:1]=[CH:6][N:5]=1.